This data is from Catalyst prediction with 721,799 reactions and 888 catalyst types from USPTO. The task is: Predict which catalyst facilitates the given reaction. (1) Reactant: [Cl:1][C:2]([F:17])([F:16])[C:3]1[N:8]=[C:7]([CH:9]=O)[CH:6]=[C:5]([C:11]2[O:12][CH:13]=[CH:14][CH:15]=2)[CH:4]=1.[O-]CC.[Na+].[N:22]([CH2:25][C:26]([O:28][C:29](C)(C)[CH3:30])=[O:27])=[N+:23]=[N-:24]. Product: [CH2:29]([O:28][C:26](=[O:27])/[C:25](/[N:22]=[N+:23]=[N-:24])=[CH:9]/[C:7]1[CH:6]=[C:5]([C:11]2[O:12][CH:13]=[CH:14][CH:15]=2)[CH:4]=[C:3]([C:2]([Cl:1])([F:17])[F:16])[N:8]=1)[CH3:30]. The catalyst class is: 351. (2) Reactant: [CH2:1]([C@@H:8]1[CH2:12][O:11][C:10](=[O:13])[N:9]1[C:14](=[O:53])[CH:15]([C:38]1[CH:43]=[CH:42][C:41]([S:44]([CH:47]2[CH2:49][CH2:48]2)(=[O:46])=[O:45])=[C:40]([CH:50]2[CH2:52][CH2:51]2)[CH:39]=1)[CH2:16][C@H:17]1[CH2:37][CH2:36][C:19]2(O[C@H](C3C=CC=CC=3)[C@@H](C3C=CC=CC=3)[O:20]2)[CH2:18]1)[C:2]1[CH:7]=[CH:6][CH:5]=[CH:4][CH:3]=1.Cl.CC(C)=O.C(=O)([O-])O.[Na+]. Product: [CH2:1]([C@@H:8]1[CH2:12][O:11][C:10](=[O:13])[N:9]1[C:14](=[O:53])[C@@H:15]([C:38]1[CH:43]=[CH:42][C:41]([S:44]([CH:47]2[CH2:49][CH2:48]2)(=[O:46])=[O:45])=[C:40]([CH:50]2[CH2:52][CH2:51]2)[CH:39]=1)[CH2:16][C@H:17]1[CH2:37][CH2:36][C:19](=[O:20])[CH2:18]1)[C:2]1[CH:7]=[CH:6][CH:5]=[CH:4][CH:3]=1. The catalyst class is: 6. (3) Reactant: C[O:2][C:3](=[O:21])[CH2:4][CH2:5][N:6]1[C:11]2[CH:12]=[CH:13][CH:14]=[C:15]([Cl:16])[C:10]=2[O:9][CH:8]([CH:17]([CH3:19])[CH3:18])[C:7]1=[O:20].[OH-].[Na+]. Product: [Cl:16][C:15]1[C:10]2[O:9][CH:8]([CH:17]([CH3:19])[CH3:18])[C:7](=[O:20])[N:6]([CH2:5][CH2:4][C:3]([OH:21])=[O:2])[C:11]=2[CH:12]=[CH:13][CH:14]=1. The catalyst class is: 5. (4) Reactant: [S:1]1[CH:5]=[CH:4][C:3]([C:6]2[CH:11]=[CH:10][N:9]3[C:12]([C:15]4[CH:22]=[CH:21][C:18]([C:19]#[N:20])=[CH:17][CH:16]=4)=[CH:13][N:14]=[C:8]3[CH:7]=2)=[CH:2]1.S(C)C.[OH-].[Na+]. The catalyst class is: 1. Product: [S:1]1[CH:5]=[CH:4][C:3]([C:6]2[CH:11]=[CH:10][N:9]3[C:12]([C:15]4[CH:22]=[CH:21][C:18]([CH2:19][NH2:20])=[CH:17][CH:16]=4)=[CH:13][N:14]=[C:8]3[CH:7]=2)=[CH:2]1. (5) Reactant: [O-]S([O-])(=O)=O.[Mg+2].OS(O)(=O)=O.[Br:12][C:13]1[S:17][C:16]([C:18]([OH:20])=[O:19])=[CH:15][CH:14]=1.[C:21](O)([CH3:24])([CH3:23])[CH3:22]. Product: [C:21]([O:19][C:18]([C:16]1[S:17][C:13]([Br:12])=[CH:14][CH:15]=1)=[O:20])([CH3:24])([CH3:23])[CH3:22]. The catalyst class is: 2. (6) Reactant: [OH:1][C:2]1[CH:9]=[C:8]([N+:10]([O-:12])=[O:11])[CH:7]=[CH:6][C:3]=1[C:4]#[N:5].C(=O)([O-])[O-].[Cs+].[Cs+].Br[CH2:20][CH2:21][CH2:22][CH2:23][NH:24][C:25](=[O:31])[O:26][C:27]([CH3:30])([CH3:29])[CH3:28]. The catalyst class is: 3. Product: [C:4]([C:3]1[CH:6]=[CH:7][C:8]([N+:10]([O-:12])=[O:11])=[CH:9][C:2]=1[O:1][CH2:20][CH2:21][CH2:22][CH2:23][NH:24][C:25](=[O:31])[O:26][C:27]([CH3:30])([CH3:29])[CH3:28])#[N:5]. (7) Reactant: [Br:1][C:2]1[CH:3]=[C:4]([OH:8])[CH:5]=[CH:6][CH:7]=1.[N+:9]([O-:12])([OH:11])=[O:10]. Product: [Br:1][C:2]1[CH:3]=[C:4]([OH:8])[CH:5]=[CH:6][C:7]=1[N+:9]([O-:11])=[O:10].[Br:1][C:2]1[CH:7]=[CH:6][C:5]([N+:9]([O-:12])=[O:10])=[C:4]([OH:8])[CH:3]=1. The catalyst class is: 845. (8) Reactant: Cl[C:2]1[C:6]([C:7](=[O:9])[CH3:8])=[CH:5][N:4]([CH2:10][C:11]2[CH:16]=[CH:15][C:14]([O:17][CH3:18])=[CH:13][CH:12]=2)[N:3]=1.[CH2:19]([NH2:22])[CH:20]=[CH2:21]. Product: [CH2:19]([NH:22][C:2]1[C:6]([C:7](=[O:9])[CH3:8])=[CH:5][N:4]([CH2:10][C:11]2[CH:16]=[CH:15][C:14]([O:17][CH3:18])=[CH:13][CH:12]=2)[N:3]=1)[CH:20]=[CH2:21]. The catalyst class is: 238.